This data is from hERG Central: cardiac toxicity at 1µM, 10µM, and general inhibition. The task is: Predict hERG channel inhibition at various concentrations. (1) The compound is Cc1n[nH]c(C)c1S(=O)(=O)N1CCCC(C(=O)N2CCN(c3ccc(Cl)cc3)CC2)C1. Results: hERG_inhib (hERG inhibition (general)): blocker. (2) The molecule is CCN(CC)CCN(C(=O)c1ccc2c(c1)OCCO2)c1nc2cc(C)cc(C)c2s1.Cl. Results: hERG_inhib (hERG inhibition (general)): blocker. (3) The drug is CCN(CC)S(=O)(=O)c1ccc(N2CCOCC2)c(NC(=O)c2ccc(F)cc2)c1. Results: hERG_inhib (hERG inhibition (general)): blocker. (4) The molecule is COc1ccccc1N1CCN(CC(O)COc2ccc(C)cc2C)CC1.Cl. Results: hERG_inhib (hERG inhibition (general)): blocker. (5) The drug is CCCCN1C2CCCC1CC(NC(=O)c1cccc(Cl)c1)C2. Results: hERG_inhib (hERG inhibition (general)): blocker. (6) The drug is Cc1cccc2sc(N(CCCN(C)C)C(=O)c3cc4ccccc4oc3=O)nc12.Cl. Results: hERG_inhib (hERG inhibition (general)): blocker.